This data is from Full USPTO retrosynthesis dataset with 1.9M reactions from patents (1976-2016). The task is: Predict the reactants needed to synthesize the given product. (1) Given the product [C:11]1([C:7]2[C:6]3[C:10](=[C:2]([O:32][C:27]4[CH:28]=[CH:29][CH:30]=[C:31]5[C:26]=4[CH2:25][CH:24]=[C:23]5[C:17]4[CH:22]=[CH:21][CH:20]=[CH:19][CH:18]=4)[CH:3]=[CH:4][CH:5]=3)[CH2:9][CH:8]=2)[CH:16]=[CH:15][CH:14]=[CH:13][CH:12]=1, predict the reactants needed to synthesize it. The reactants are: Br[C:2]1[CH:3]=[CH:4][CH:5]=[C:6]2[C:10]=1[CH2:9][CH:8]=[C:7]2[C:11]1[CH:16]=[CH:15][CH:14]=[CH:13][CH:12]=1.[C:17]1([C:23]2[C:31]3[C:26](=[C:27]([OH:32])[CH:28]=[CH:29][CH:30]=3)[CH2:25][CH:24]=2)[CH:22]=[CH:21][CH:20]=[CH:19][CH:18]=1.[O-]P([O-])([O-])=O.[K+].[K+].[K+].C(P(C(C)(C)C)C1C=CC=CC=1C1C=CC=CC=1N(C)C)(C)(C)C. (2) Given the product [O:24]=[C:15]([NH:14][C:11]1[CH:10]=[CH:9][C:8]([O:1][C:2]2[CH:7]=[CH:6][CH:5]=[CH:4][CH:3]=2)=[CH:13][CH:12]=1)[CH2:16][N:17]1[CH2:23][CH2:22][CH2:21][N:20]([CH2:26][C:27]2[CH:36]=[CH:35][C:30]([C:31]([O:33][CH3:34])=[O:32])=[CH:29][CH:28]=2)[CH2:19][CH2:18]1, predict the reactants needed to synthesize it. The reactants are: [O:1]([C:8]1[CH:13]=[CH:12][C:11]([NH:14][C:15](=[O:24])[CH2:16][N:17]2[CH2:23][CH2:22][CH2:21][NH:20][CH2:19][CH2:18]2)=[CH:10][CH:9]=1)[C:2]1[CH:7]=[CH:6][CH:5]=[CH:4][CH:3]=1.Br[CH2:26][C:27]1[CH:36]=[CH:35][C:30]([C:31]([O:33][CH3:34])=[O:32])=[CH:29][CH:28]=1.C(=O)([O-])[O-].[K+].[K+].